From a dataset of Full USPTO retrosynthesis dataset with 1.9M reactions from patents (1976-2016). Predict the reactants needed to synthesize the given product. The reactants are: [C:1]([C:5]1[N:6]=[C:7]([NH:10][C:11]([C:13]2[CH:55]=[CH:54][N:16]3[C:17](=[O:53])[C:18](/[CH:37]=[CH:38]/[C:39]4[N:43](CC5C=CC(OC)=CC=5)[N:42]=[N:41][N:40]=4)=[C:19]([N:21]4[CH2:26][CH2:25][N:24]([C:27](=[O:36])[CH2:28][NH:29][C:30](=[O:35])[CH2:31][N:32]([CH3:34])[CH3:33])[CH2:23][CH2:22]4)[N:20]=[C:15]3[CH:14]=2)=[O:12])[S:8][CH:9]=1)([CH3:4])([CH3:3])[CH3:2]. Given the product [C:1]([C:5]1[N:6]=[C:7]([NH:10][C:11]([C:13]2[CH:55]=[CH:54][N:16]3[C:17](=[O:53])[C:18](/[CH:37]=[CH:38]/[C:39]4[NH:43][N:42]=[N:41][N:40]=4)=[C:19]([N:21]4[CH2:22][CH2:23][N:24]([C:27](=[O:36])[CH2:28][NH:29][C:30](=[O:35])[CH2:31][N:32]([CH3:33])[CH3:34])[CH2:25][CH2:26]4)[N:20]=[C:15]3[CH:14]=2)=[O:12])[S:8][CH:9]=1)([CH3:4])([CH3:2])[CH3:3], predict the reactants needed to synthesize it.